Predict which catalyst facilitates the given reaction. From a dataset of Catalyst prediction with 721,799 reactions and 888 catalyst types from USPTO. (1) Reactant: [F:1][C:2]1[CH:7]=[CH:6][C:5]([S:8]([C@@:11]2([C:28]3[CH:33]=[CH:32][C:31]([C:34]([F:43])([C:39]([F:42])([F:41])[F:40])[C:35]([F:38])([F:37])[F:36])=[CH:30][CH:29]=3)[CH2:15][CH2:14][N:13]([C:16]([C:18]3([CH:26]=[O:27])[CH2:23][CH2:22][S:21](=[O:25])(=[O:24])[CH2:20][CH2:19]3)=[O:17])[CH2:12]2)(=[O:10])=[O:9])=[CH:4][CH:3]=1.Cl.[CH2:45]([NH2:47])[CH3:46].C([O-])(=O)C.[K+].C(O[BH-](OC(=O)C)OC(=O)C)(=O)C.[Na+].[OH-].[Na+]. Product: [CH2:45]([NH:47][CH2:26][C:18]1([C:16]([N:13]2[CH2:14][CH2:15][C@@:11]([S:8]([C:5]3[CH:6]=[CH:7][C:2]([F:1])=[CH:3][CH:4]=3)(=[O:9])=[O:10])([C:28]3[CH:29]=[CH:30][C:31]([C:34]([F:43])([C:39]([F:41])([F:42])[F:40])[C:35]([F:37])([F:38])[F:36])=[CH:32][CH:33]=3)[CH2:12]2)=[O:17])[CH2:23][CH2:22][S:21](=[O:25])(=[O:24])[CH2:20][CH2:19]1)[CH3:46].[F:1][C:2]1[CH:7]=[CH:6][C:5]([S:8]([C@@:11]2([C:28]3[CH:33]=[CH:32][C:31]([C:34]([F:43])([C:35]([F:36])([F:37])[F:38])[C:39]([F:41])([F:40])[F:42])=[CH:30][CH:29]=3)[CH2:15][CH2:14][N:13]([C:16]([C:18]3([CH2:26][OH:27])[CH2:23][CH2:22][S:21](=[O:25])(=[O:24])[CH2:20][CH2:19]3)=[O:17])[CH2:12]2)(=[O:9])=[O:10])=[CH:4][CH:3]=1. The catalyst class is: 325. (2) Reactant: Cl.[C:2](=[NH:10])(OCC)[C:3]([CH3:6])([CH3:5])[CH3:4].CO[CH:13](OC)[CH2:14][NH2:15]. Product: [C:3]([C:2]1[NH:10][CH:13]=[CH:14][N:15]=1)([CH3:4])([CH3:5])[CH3:6]. The catalyst class is: 5. (3) Reactant: COCCN(S(F)(F)[F:11])CCOC.[Cl:14][C:15]1[N:20]=[C:19]([CH:21](O)[CH3:22])[CH:18]=[CH:17][N:16]=1. Product: [Cl:14][C:15]1[N:20]=[C:19]([CH:21]([F:11])[CH3:22])[CH:18]=[CH:17][N:16]=1. The catalyst class is: 4. (4) Reactant: [Br-].[Br:2][C:3]1[CH:4]=[C:5]([O:20][CH3:21])[C:6]2[C:15]([CH:16]=1)=[S+:14][C:13]1[C:8](=[C:9]([O:18][CH3:19])[CH:10]=[C:11](Br)[CH:12]=1)[N:7]=2.[CH3:22][N:23]1[CH2:28][CH2:27][NH:26][CH2:25][CH2:24]1. Product: [Br-:2].[CH3:21][O:20][C:5]1[C:6]2[C:15](=[S+:14][C:13]3[C:8]([N:7]=2)=[C:9]([O:18][CH3:19])[CH:10]=[C:11]([N:26]2[CH2:27][CH2:28][N:23]([CH3:22])[CH2:24][CH2:25]2)[CH:12]=3)[CH:16]=[C:3]([N:26]2[CH2:27][CH2:28][N:23]([CH3:22])[CH2:24][CH2:25]2)[CH:4]=1. The catalyst class is: 22. (5) Reactant: CCN(C(C)C)C(C)C.[CH3:10][O:11][C:12](=[O:35])[CH2:13][N:14]1[CH:18]=[C:17]([C:19]#[N:20])[C:16]([C:21]2[CH:26]=[C:25]([C:27]([F:30])([F:29])[F:28])[CH:24]=[C:23]([S:31](Cl)(=[O:33])=[O:32])[CH:22]=2)=[CH:15]1.[CH2:36]([CH:43]1[CH2:48][CH2:47][NH:46][CH2:45][CH2:44]1)[C:37]1[CH:42]=[CH:41][CH:40]=[CH:39][CH:38]=1. Product: [CH3:10][O:11][C:12](=[O:35])[CH2:13][N:14]1[CH:18]=[C:17]([C:19]#[N:20])[C:16]([C:21]2[CH:26]=[C:25]([C:27]([F:30])([F:29])[F:28])[CH:24]=[C:23]([S:31]([N:46]3[CH2:47][CH2:48][CH:43]([CH2:36][C:37]4[CH:42]=[CH:41][CH:40]=[CH:39][CH:38]=4)[CH2:44][CH2:45]3)(=[O:33])=[O:32])[CH:22]=2)=[CH:15]1. The catalyst class is: 1. (6) Reactant: [CH:1]([C:3]1[S:11][C:10]2[CH2:9][CH2:8][N:7]([C:12]([O:14][C:15]([CH3:18])([CH3:17])[CH3:16])=[O:13])[CH2:6][C:5]=2[CH:4]=1)=O.[NH:19]1[CH2:22][CH2:21][CH2:20]1.C(O[BH-](OC(=O)C)OC(=O)C)(=O)C.[Na+].C(=O)([O-])O.[Na+]. Product: [N:19]1([CH2:1][C:3]2[S:11][C:10]3[CH2:9][CH2:8][N:7]([C:12]([O:14][C:15]([CH3:18])([CH3:17])[CH3:16])=[O:13])[CH2:6][C:5]=3[CH:4]=2)[CH2:22][CH2:21][CH2:20]1. The catalyst class is: 26. (7) Reactant: Br[C:2]1[C:3]([C:16]2[CH:21]=[CH:20][CH:19]=[CH:18][CH:17]=2)=[N:4][C:5]2[C:10]([N:11]=1)=[CH:9][C:8]([C:12]([O:14][CH3:15])=[O:13])=[CH:7][CH:6]=2.Cl.[Cl:23][C:24]1[CH:25]=[C:26]([CH:30]2[CH2:35][CH2:34][NH:33][CH2:32][CH2:31]2)[CH:27]=[CH:28][CH:29]=1.CCN(C(C)C)C(C)C. Product: [Cl:23][C:24]1[CH:25]=[C:26]([CH:30]2[CH2:35][CH2:34][N:33]([C:2]3[C:3]([C:16]4[CH:21]=[CH:20][CH:19]=[CH:18][CH:17]=4)=[N:4][C:5]4[C:10]([N:11]=3)=[CH:9][C:8]([C:12]([O:14][CH3:15])=[O:13])=[CH:7][CH:6]=4)[CH2:32][CH2:31]2)[CH:27]=[CH:28][CH:29]=1. The catalyst class is: 3. (8) Reactant: [NH2:1][C:2]1[CH:7]=[C:6]([Cl:8])[N:5]=[C:4]([Cl:9])[N:3]=1.[I:10]N1C(=O)CCC1=O.O. Product: [Cl:9][C:4]1[N:3]=[C:2]([NH2:1])[C:7]([I:10])=[C:6]([Cl:8])[N:5]=1. The catalyst class is: 3. (9) Reactant: [F:1][CH:2]([F:34])[N:3]1[CH:7]=[C:6]([S:8]([N:11]2[C:15]([C:16]3[C:17]([F:22])=[N:18][CH:19]=[CH:20][CH:21]=3)=[C:14]([F:23])[C:13]([CH2:24][N:25](C)[C:26](=O)OC(C)(C)C)=[CH:12]2)(=[O:10])=[O:9])[CH:5]=[N:4]1.C(OCC)(=O)C.[ClH:41]. Product: [ClH:41].[F:34][CH:2]([F:1])[N:3]1[CH:7]=[C:6]([S:8]([N:11]2[C:15]([C:16]3[C:17]([F:22])=[N:18][CH:19]=[CH:20][CH:21]=3)=[C:14]([F:23])[C:13]([CH2:24][NH:25][CH3:26])=[CH:12]2)(=[O:9])=[O:10])[CH:5]=[N:4]1. The catalyst class is: 8.